From a dataset of NCI-60 drug combinations with 297,098 pairs across 59 cell lines. Regression. Given two drug SMILES strings and cell line genomic features, predict the synergy score measuring deviation from expected non-interaction effect. (1) Drug 1: C1=NC2=C(N=C(N=C2N1C3C(C(C(O3)CO)O)O)F)N. Drug 2: CC1C(C(CC(O1)OC2CC(OC(C2O)C)OC3=CC4=CC5=C(C(=O)C(C(C5)C(C(=O)C(C(C)O)O)OC)OC6CC(C(C(O6)C)O)OC7CC(C(C(O7)C)O)OC8CC(C(C(O8)C)O)(C)O)C(=C4C(=C3C)O)O)O)O. Cell line: UACC-257. Synergy scores: CSS=26.9, Synergy_ZIP=1.37, Synergy_Bliss=1.96, Synergy_Loewe=-11.6, Synergy_HSA=-0.415. (2) Synergy scores: CSS=4.15, Synergy_ZIP=-3.86, Synergy_Bliss=-18.1, Synergy_Loewe=-17.1, Synergy_HSA=-15.4. Cell line: HCT-15. Drug 1: C1CC(=O)NC(=O)C1N2C(=O)C3=CC=CC=C3C2=O. Drug 2: C(CN)CNCCSP(=O)(O)O. (3) Cell line: MOLT-4. Drug 1: CN(C)C1=NC(=NC(=N1)N(C)C)N(C)C. Synergy scores: CSS=-8.52, Synergy_ZIP=1.69, Synergy_Bliss=-2.61, Synergy_Loewe=-8.22, Synergy_HSA=-7.29. Drug 2: C1=CN(C=N1)CC(O)(P(=O)(O)O)P(=O)(O)O. (4) Drug 1: C1=NC(=NC(=O)N1C2C(C(C(O2)CO)O)O)N. Drug 2: CC12CCC3C(C1CCC2OP(=O)(O)O)CCC4=C3C=CC(=C4)OC(=O)N(CCCl)CCCl.[Na+]. Cell line: T-47D. Synergy scores: CSS=7.57, Synergy_ZIP=-5.75, Synergy_Bliss=-6.83, Synergy_Loewe=-9.87, Synergy_HSA=-7.10. (5) Drug 1: CC1=C2C(C(=O)C3(C(CC4C(C3C(C(C2(C)C)(CC1OC(=O)C(C(C5=CC=CC=C5)NC(=O)OC(C)(C)C)O)O)OC(=O)C6=CC=CC=C6)(CO4)OC(=O)C)OC)C)OC. Drug 2: CC12CCC(CC1=CCC3C2CCC4(C3CC=C4C5=CN=CC=C5)C)O. Cell line: NCI-H226. Synergy scores: CSS=43.6, Synergy_ZIP=13.3, Synergy_Bliss=13.9, Synergy_Loewe=-1.49, Synergy_HSA=13.5.